Dataset: Catalyst prediction with 721,799 reactions and 888 catalyst types from USPTO. Task: Predict which catalyst facilitates the given reaction. (1) Reactant: [Li+].CC([N-]C(C)C)C.[F:9][C:10]1[CH:16]=[C:15]([I:17])[CH:14]=[CH:13][C:11]=1[NH2:12].[CH:18]1([N:21]2[C:30]3[C:25](=[C:26](F)[CH:27]=[C:28]([F:31])[CH:29]=3)[C:24](=[O:33])[C:23]([OH:34])=[C:22]2[CH3:35])[CH2:20][CH2:19]1. Product: [CH:18]1([N:21]2[C:30]3[C:25](=[C:26]([NH:12][C:11]4[CH:13]=[CH:14][C:15]([I:17])=[CH:16][C:10]=4[F:9])[CH:27]=[C:28]([F:31])[CH:29]=3)[C:24](=[O:33])[C:23]([OH:34])=[C:22]2[CH3:35])[CH2:20][CH2:19]1. The catalyst class is: 1. (2) Reactant: [OH:1][C@@:2]1([CH2:22][O:23][CH3:24])[CH2:7][CH2:6][CH2:5][CH2:4][C@H:3]1[N:8]1[C:12]([C:13]2[CH:18]=[CH:17][CH:16]=[CH:15][CH:14]=2)=[C:11]([C:19](O)=[O:20])[N:10]=[CH:9]1.[CH2:25]([N:32]1[CH2:37][CH2:36][NH:35][C@H:34]([CH2:38]/[CH:39]=[CH:40]/[C:41]2[CH:46]=[CH:45][CH:44]=[CH:43][CH:42]=2)[CH2:33]1)[C:26]1[CH:31]=[CH:30][CH:29]=[CH:28][CH:27]=1.CCN=C=NCCCN(C)C.Cl.C1C=CC2N(O)N=NC=2C=1.C(=O)([O-])O.[Na+]. Product: [CH2:25]([N:32]1[CH2:37][CH2:36][N:35]([C:19]([C:11]2[N:10]=[CH:9][N:8]([C@@H:3]3[CH2:4][CH2:5][CH2:6][CH2:7][C@:2]3([CH2:22][O:23][CH3:24])[OH:1])[C:12]=2[C:13]2[CH:14]=[CH:15][CH:16]=[CH:17][CH:18]=2)=[O:20])[C@H:34]([CH2:38]/[CH:39]=[CH:40]/[C:41]2[CH:46]=[CH:45][CH:44]=[CH:43][CH:42]=2)[CH2:33]1)[C:26]1[CH:27]=[CH:28][CH:29]=[CH:30][CH:31]=1. The catalyst class is: 3. (3) Reactant: CC1(C)C(C)(C)OB([C:9]2[CH:10]=[N:11][C:12]([N:15]3[C:23]4[C:18](=[CH:19][CH:20]=[C:21]([C:24]([O:26][CH3:27])=[O:25])[CH:22]=4)[C:17]4([CH2:29][CH2:28]4)[CH2:16]3)=[N:13][CH:14]=2)O1.C([O-])([O-])=O.[K+].[K+].Br[C:38]1[CH:43]=[CH:42][CH:41]=[CH:40][N:39]=1. Product: [N:39]1[CH:40]=[CH:41][CH:42]=[CH:43][C:38]=1[C:9]1[CH:14]=[N:13][C:12]([N:15]2[C:23]3[C:18](=[CH:19][CH:20]=[C:21]([C:24]([O:26][CH3:27])=[O:25])[CH:22]=3)[C:17]3([CH2:29][CH2:28]3)[CH2:16]2)=[N:11][CH:10]=1. The catalyst class is: 70. (4) Reactant: [Cl:1][C:2]1[CH:11]=[C:10]([C:12]2[CH:17]=[CH:16][CH:15]=[CH:14][C:13]=2[CH3:18])[C:5]([C:6]([NH:8][CH3:9])=[O:7])=[CH:4][N:3]=1.C[Si](C)(C)[N-][Si](C)(C)C.[K+].[F:29][C:30]([F:44])([F:43])[C:31]1[CH:32]=[C:33]([CH:36]=[C:37]([C:39]([F:42])([F:41])[F:40])[CH:38]=1)[CH2:34]Br. Product: [F:29][C:30]([F:44])([F:43])[C:31]1[CH:32]=[C:33]([CH:36]=[C:37]([C:39]([F:42])([F:41])[F:40])[CH:38]=1)[CH2:34][N:8]([CH3:9])[C:6](=[O:7])[C:5]1[C:10]([C:12]2[CH:17]=[CH:16][CH:15]=[CH:14][C:13]=2[CH3:18])=[CH:11][C:2]([Cl:1])=[N:3][CH:4]=1. The catalyst class is: 7. (5) Product: [CH3:1][O:2][C:3]1[CH:4]=[CH:5][C:6]([NH:11][C:12]2[C:13]3[N:38]=[CH:37][S:36][C:14]=3[N:15]=[C:16]([N:18]3[CH2:22][CH2:21][CH:20]([NH:23][C:24]([C:26]4[CH:35]=[CH:34][C:29]([C:30]([OH:32])=[O:31])=[CH:28][CH:27]=4)=[O:25])[CH2:19]3)[N:17]=2)=[N:7][C:8]=1[O:9][CH3:10]. Reactant: [CH3:1][O:2][C:3]1[CH:4]=[CH:5][C:6]([NH:11][C:12]2[C:13]3[N:38]=[CH:37][S:36][C:14]=3[N:15]=[C:16]([N:18]3[CH2:22][CH2:21][CH:20]([NH:23][C:24]([C:26]4[CH:35]=[CH:34][C:29]([C:30]([O:32]C)=[O:31])=[CH:28][CH:27]=4)=[O:25])[CH2:19]3)[N:17]=2)=[N:7][C:8]=1[O:9][CH3:10].O[Li].O.Cl. The catalyst class is: 92. (6) Reactant: C[O:2][C:3](=[O:14])[CH:4]([CH2:10][CH:11]([CH3:13])[CH3:12])[C:5]([O:7][CH2:8][CH3:9])=[O:6].[OH-].[K+]. Product: [CH2:8]([O:7][C:5](=[O:6])[CH:4]([CH2:10][CH:11]([CH3:13])[CH3:12])[C:3]([OH:14])=[O:2])[CH3:9]. The catalyst class is: 8.